This data is from Catalyst prediction with 721,799 reactions and 888 catalyst types from USPTO. The task is: Predict which catalyst facilitates the given reaction. (1) Reactant: [CH:1]1([CH:7]([OH:10])[CH2:8][CH3:9])[CH2:6][CH2:5][CH2:4][CH2:3][CH2:2]1.C(N(CC)CC)C.[CH3:18][S:19](Cl)(=[O:21])=[O:20]. Product: [CH3:18][S:19]([O:10][CH:7]([CH:1]1[CH2:6][CH2:5][CH2:4][CH2:3][CH2:2]1)[CH2:8][CH3:9])(=[O:21])=[O:20]. The catalyst class is: 4. (2) Reactant: [Br:1][C:2]1[N:3]=[C:4]([C:15]([O:17]CC)=O)[N:5]([NH:7][C:8]([O:10][C:11]([CH3:14])([CH3:13])[CH3:12])=[O:9])[CH:6]=1.CC(C)([O-])C.[K+].[C:26]([O:29][CH2:30][CH3:31])(=[O:28])[CH3:27]. Product: [Br:1][C:2]1[N:3]=[C:4]([C:15](=[O:17])[CH2:27][C:26]([O:29][CH2:30][CH3:31])=[O:28])[N:5]([NH:7][C:8]([O:10][C:11]([CH3:12])([CH3:13])[CH3:14])=[O:9])[CH:6]=1. The catalyst class is: 1. (3) The catalyst class is: 8. Product: [NH2:9][C:8]1[N:4]([CH2:1][CH2:2][CH3:3])[C:5](=[O:6])[NH:7][C:17](=[O:16])[CH:18]=1. Reactant: [CH2:1]([NH:4][C:5]([NH2:7])=[O:6])[CH2:2][CH3:3].[C:8](CC(OCC)=O)#[N:9].[O-:16][CH2:17][CH3:18].[Na+]. (4) Reactant: C([S@]([NH:7][C@@H:8]1[CH2:17][CH2:16][CH2:15][C:14]2[CH:13]=[C:12]([C:18]([O:20][CH2:21][CH3:22])=[O:19])[CH:11]=[CH:10][C:9]1=2)=O)(C)(C)C.[ClH:23].O1CCOCC1. Product: [ClH:23].[NH2:7][C@@H:8]1[CH2:17][CH2:16][CH2:15][C:14]2[CH:13]=[C:12]([C:18]([O:20][CH2:21][CH3:22])=[O:19])[CH:11]=[CH:10][C:9]1=2. The catalyst class is: 5.